This data is from Catalyst prediction with 721,799 reactions and 888 catalyst types from USPTO. The task is: Predict which catalyst facilitates the given reaction. (1) Reactant: [C:1](Cl)([Cl:3])=[O:2].[CH2:5]1[O:13][C:12]2[C:7](=[CH:8][C:9]([N+:17]([O-:19])=[O:18])=[C:10]([CH:14]([OH:16])[CH3:15])[CH:11]=2)[O:6]1.CCOCC.CCCCCC. Product: [Cl:3][C:1]([O:16][CH:14]([C:10]1[CH:11]=[C:12]2[O:13][CH2:5][O:6][C:7]2=[CH:8][C:9]=1[N+:17]([O-:19])=[O:18])[CH3:15])=[O:2]. The catalyst class is: 1. (2) Reactant: [CH3:1][O:2][C:3](=[O:16])[C:4]1[CH:9]=[C:8](Cl)[N:7]=[C:6]([NH:11][CH:12]([CH2:14][CH3:15])[CH3:13])[CH:5]=1.C(P(C(C)(C)C)C1C=CC=CC=1C1C=CC=CC=1)(C)(C)C.[Na].[S:39]1(=[O:46])(=[O:45])[CH2:44][CH2:43][CH2:42][CH2:41][NH:40]1. Product: [CH3:1][O:2][C:3](=[O:16])[C:4]1[CH:9]=[C:8]([N:40]2[CH2:41][CH2:42][CH2:43][CH2:44][S:39]2(=[O:46])=[O:45])[N:7]=[C:6]([NH:11][CH:12]([CH2:14][CH3:15])[CH3:13])[CH:5]=1. The catalyst class is: 101. (3) Reactant: C[O:2][C:3]1[C:8]([C:9]2[CH:14]=[CH:13][C:12]([O:15][C:16]3[CH:21]=[CH:20][N:19]=[C:18]([C:22]4[CH:23]=[N:24][N:25]([CH3:27])[CH:26]=4)[CH:17]=3)=[C:11]([CH3:28])[N:10]=2)=[CH:7][N:6]=[C:5]([N:29]2[CH2:33][CH2:32][CH2:31][CH2:30]2)[N:4]=1.Br. Product: [CH3:28][C:11]1[N:10]=[C:9]([C:8]2[C:3](=[O:2])[NH:4][C:5]([N:29]3[CH2:33][CH2:32][CH2:31][CH2:30]3)=[N:6][CH:7]=2)[CH:14]=[CH:13][C:12]=1[O:15][C:16]1[CH:21]=[CH:20][N:19]=[C:18]([C:22]2[CH:23]=[N:24][N:25]([CH3:27])[CH:26]=2)[CH:17]=1. The catalyst class is: 15. (4) Reactant: [N:1]1[CH:6]=[CH:5][CH:4]=[C:3]([C:7]2[NH:8][C:9]3[C:14]([CH:15]=2)=[CH:13][C:12]([C:16]#[N:17])=[CH:11][CH:10]=3)[CH:2]=1.C[Si]([N-][Si](C)(C)C)(C)C.[K+].C1(C)C=CC=CC=1.[CH3:35][O:36][C:37](=[O:47])[C:38]1[CH:43]=[CH:42][C:41]([C:44](Cl)=[O:45])=[CH:40][CH:39]=1. Product: [CH3:35][O:36][C:37](=[O:47])[C:38]1[CH:43]=[CH:42][C:41]([C:44]([N:8]2[C:9]3[C:14](=[CH:13][C:12]([C:16]#[N:17])=[CH:11][CH:10]=3)[CH:15]=[C:7]2[C:3]2[CH:2]=[N:1][CH:6]=[CH:5][CH:4]=2)=[O:45])=[CH:40][CH:39]=1. The catalyst class is: 1. (5) Reactant: [F:1][C:2]1[CH:3]=[C:4]2[C:8](=[CH:9][CH:10]=1)[NH:7][C:6](=O)[C:5]2([CH2:13][CH2:14][O:15][CH3:16])[CH3:12].[H-].[Al+3].[Li+].[H-].[H-].[H-].O. Product: [F:1][C:2]1[CH:3]=[C:4]2[C:8](=[CH:9][CH:10]=1)[NH:7][CH2:6][C:5]2([CH2:13][CH2:14][O:15][CH3:16])[CH3:12]. The catalyst class is: 1. (6) Reactant: O/[N:2]=[C:3](\[C:9](=[O:11])[CH3:10])/[C:4]([O:6][CH2:7][CH3:8])=[O:5].[CH3:12][C:13]([O:16][C:17](O[C:17]([O:16][C:13]([CH3:15])([CH3:14])[CH3:12])=[O:18])=[O:18])([CH3:15])[CH3:14]. Product: [C:13]([O:16][C:17]([NH:2][CH:3]([C:9](=[O:11])[CH3:10])[C:4]([O:6][CH2:7][CH3:8])=[O:5])=[O:18])([CH3:15])([CH3:14])[CH3:12]. The catalyst class is: 19. (7) Reactant: [F:1][C:2]([F:15])([F:14])[C:3]1[O:4][C:5]2[CH:11]=[CH:10][C:9]([CH2:12][OH:13])=[CH:8][C:6]=2[CH:7]=1. Product: [F:15][C:2]([F:1])([F:14])[CH:3]1[CH2:7][C:6]2[CH:8]=[C:9]([CH2:12][OH:13])[CH:10]=[CH:11][C:5]=2[O:4]1. The catalyst class is: 63. (8) Reactant: C(O)(C(F)(F)F)=O.[CH2:8]([N:15]([CH2:29][CH2:30][OH:31])[C:16](=[O:28])[C@@H:17]([NH:20]C(=O)OC(C)(C)C)[CH2:18][CH3:19])[C:9]1[CH:14]=[CH:13][CH:12]=[CH:11][CH:10]=1. The catalyst class is: 2. Product: [NH2:20][C@@H:17]([CH2:18][CH3:19])[C:16]([N:15]([CH2:8][C:9]1[CH:10]=[CH:11][CH:12]=[CH:13][CH:14]=1)[CH2:29][CH2:30][OH:31])=[O:28]. (9) Reactant: [CH3:1][O:2][C:3]1[CH:4]=[C:5]([OH:9])[CH:6]=[CH:7][CH:8]=1. Product: [CH3:1][O:2][C@H:3]1[CH2:8][CH2:7][CH2:6][C@H:5]([OH:9])[CH2:4]1. The catalyst class is: 5. (10) Reactant: [F:1][C:2]1[C:7]([F:8])=[CH:6][CH:5]=[CH:4][C:3]=1[C:9](=[O:13])[CH:10]([F:12])[F:11].[N+:14]([CH3:17])([O-:16])=[O:15]. Product: [F:1][C:2]1[C:7]([F:8])=[CH:6][CH:5]=[CH:4][C:3]=1[C@:9]([OH:13])([CH2:17][N+:14]([O-:16])=[O:15])[CH:10]([F:11])[F:12]. The catalyst class is: 2.